This data is from Forward reaction prediction with 1.9M reactions from USPTO patents (1976-2016). The task is: Predict the product of the given reaction. (1) Given the reactants Br[C:2]1[S:6][CH:5]=[C:4]([CH:7]=[O:8])[CH:3]=1.[CH2:9]([S:11]([N:14]1[CH2:19][CH2:18][CH:17]([C:20]2[C:28]3[C:23](=[C:24]([C:38]([NH2:40])=[O:39])[CH:25]=[C:26](B4OC(C)(C)C(C)(C)O4)[CH:27]=3)[NH:22][CH:21]=2)[CH2:16][CH2:15]1)(=[O:13])=[O:12])[CH3:10].C(=O)([O-])[O-].[K+].[K+].CCOC(C)=O, predict the reaction product. The product is: [CH2:9]([S:11]([N:14]1[CH2:15][CH2:16][CH:17]([C:20]2[C:28]3[C:23](=[C:24]([C:38]([NH2:40])=[O:39])[CH:25]=[C:26]([C:2]4[S:6][CH:5]=[C:4]([CH:7]=[O:8])[CH:3]=4)[CH:27]=3)[NH:22][CH:21]=2)[CH2:18][CH2:19]1)(=[O:13])=[O:12])[CH3:10]. (2) The product is: [NH2:27][C:26]1[C:25]2[C:24](=[CH:31][CH:30]=[CH:29][C:28]=2[F:32])[NH:23][C:4](=[O:22])[C:5]=1[C:6]1[NH:10][C:9]2[CH:11]=[C:12]([N:15]3[CH2:16][CH2:17][N:18]([CH3:21])[CH2:19][CH2:20]3)[CH:13]=[CH:14][C:8]=2[N:7]=1. Given the reactants C(O[C:4](=[O:22])[CH2:5][C:6]1[NH:10][C:9]2[CH:11]=[C:12]([N:15]3[CH2:20][CH2:19][N:18]([CH3:21])[CH2:17][CH2:16]3)[CH:13]=[CH:14][C:8]=2[N:7]=1)C.[NH2:23][C:24]1[CH:31]=[CH:30][CH:29]=[C:28]([F:32])[C:25]=1[C:26]#[N:27].C[Si]([N-][Si](C)(C)C)(C)C.[K+].[K], predict the reaction product.